This data is from Forward reaction prediction with 1.9M reactions from USPTO patents (1976-2016). The task is: Predict the product of the given reaction. (1) Given the reactants C(OC([N:8]1[CH2:12][CH2:11][CH2:10][N:9]1[C:13]1[CH:18]=[CH:17][CH:16]=[CH:15][C:14]=1[Cl:19])=O)(C)(C)C, predict the reaction product. The product is: [ClH:19].[Cl:19][C:14]1[CH:15]=[CH:16][CH:17]=[CH:18][C:13]=1[N:9]1[CH2:10][CH2:11][CH2:12][NH:8]1. (2) Given the reactants [CH3:1][O:2][C:3](=[O:16])[C:4]1[C:9]([Cl:10])=[CH:8][C:7](Cl)=[N:6][C:5]=1[C:12]([F:15])([F:14])[F:13].[CH2:17]([C:19]1[CH:24]=[CH:23][CH:22]=[C:21]([CH2:25][CH3:26])[C:20]=1B(O)O)[CH3:18].C(=O)([O-])[O-].[Na+].[Na+], predict the reaction product. The product is: [CH3:1][O:2][C:3](=[O:16])[C:4]1[C:9]([Cl:10])=[CH:8][C:7]([C:20]2[C:21]([CH2:25][CH3:26])=[CH:22][CH:23]=[CH:24][C:19]=2[CH2:17][CH3:18])=[N:6][C:5]=1[C:12]([F:15])([F:14])[F:13]. (3) The product is: [Cl:17][C:18]1[CH:19]=[C:20]([CH:23]=[CH:24][C:25]=1[Cl:26])[CH2:21][O:1][C:2]1[CH:3]=[C:4]([C:8](=[O:10])[CH3:9])[CH:5]=[CH:6][CH:7]=1. Given the reactants [OH:1][C:2]1[CH:3]=[C:4]([C:8](=[O:10])[CH3:9])[CH:5]=[CH:6][CH:7]=1.C([O-])([O-])=O.[K+].[K+].[Cl:17][C:18]1[CH:19]=[C:20]([CH:23]=[CH:24][C:25]=1[Cl:26])[CH2:21]Cl.O, predict the reaction product. (4) Given the reactants [C:1]([O:5][C:6]([NH:8][CH2:9][CH2:10][C:11]1[CH:19]=[CH:18][C:14]([C:15]([OH:17])=[O:16])=[CH:13][CH:12]=1)=[O:7])([CH3:4])([CH3:3])[CH3:2].CN(C=O)C.C(=O)([O-])[O-].[K+].[K+].I[CH2:32][CH3:33], predict the reaction product. The product is: [C:1]([O:5][C:6]([NH:8][CH2:9][CH2:10][C:11]1[CH:19]=[CH:18][C:14]([C:15]([O:17][CH2:32][CH3:33])=[O:16])=[CH:13][CH:12]=1)=[O:7])([CH3:4])([CH3:2])[CH3:3]. (5) Given the reactants C[O:2][C:3]1[C:8]2[NH:9][C:10]([C:12]3[CH:17]=[CH:16][CH:15]=[CH:14][CH:13]=3)=[N:11][C:7]=2[C:6]([C:18]([OH:20])=[O:19])=[CH:5][CH:4]=1.OS(O)(=O)=O.[CH3:26]O, predict the reaction product. The product is: [CH3:26][O:20][C:18]([C:6]1[C:7]2[N:11]=[C:10]([C:12]3[CH:17]=[CH:16][CH:15]=[CH:14][CH:13]=3)[NH:9][C:8]=2[C:3]([OH:2])=[CH:4][CH:5]=1)=[O:19].